The task is: Predict the product of the given reaction.. This data is from Forward reaction prediction with 1.9M reactions from USPTO patents (1976-2016). (1) The product is: [Br-:22].[OH:9][C:8]([C:16]1[CH:21]=[CH:20][CH:19]=[CH:18][CH:17]=1)([C:10]1[CH:15]=[CH:14][CH:13]=[CH:12][CH:11]=1)[C:4]12[CH2:7][N+:1]([CH2:23][CH2:24][CH2:25][O:26][C:27]3[CH:36]=[CH:35][C:34]4[C:29](=[CH:30][CH:31]=[CH:32][CH:33]=4)[CH:28]=3)([CH2:6][CH2:5]1)[CH2:2][CH2:3]2. Given the reactants [N:1]12[CH2:7][C:4]([C:8]([C:16]3[CH:21]=[CH:20][CH:19]=[CH:18][CH:17]=3)([C:10]3[CH:15]=[CH:14][CH:13]=[CH:12][CH:11]=3)[OH:9])([CH2:5][CH2:6]1)[CH2:3][CH2:2]2.[Br:22][CH2:23][CH2:24][CH2:25][O:26][C:27]1[CH:36]=[CH:35][C:34]2[C:29](=[CH:30][CH:31]=[CH:32][CH:33]=2)[CH:28]=1, predict the reaction product. (2) Given the reactants Cl[C:2]1[CH:3]=[CH:4][N:5]2[C:10]([C:11]=1[CH3:12])=[C:9]([CH:13]1[CH2:15][CH2:14]1)[CH:8]=[C:7]([C:16]([O:18][CH3:19])=[O:17])[C:6]2=[O:20].[CH3:21][C:22]1[C:23]([NH2:37])=[N:24][CH:25]=[C:26](B2OC(C)(C)C(C)(C)O2)[CH:27]=1, predict the reaction product. The product is: [NH2:37][C:23]1[N:24]=[CH:25][C:26]([C:2]2[CH:3]=[CH:4][N:5]3[C:10]([C:11]=2[CH3:12])=[C:9]([CH:13]2[CH2:15][CH2:14]2)[CH:8]=[C:7]([C:16]([O:18][CH3:19])=[O:17])[C:6]3=[O:20])=[CH:27][C:22]=1[CH3:21]. (3) Given the reactants [Cl:1][C:2]1[C:3]([O:11][CH:12]([CH3:14])C)=[C:4]([CH:8]=[CH:9][CH:10]=1)[CH2:5]CN.[CH:15]([N:18](C(C)C)CC)(C)C.Cl.[O:25]=[C:26]1[NH:35][C:34]2[N:33]=[CH:32][C:31](/[CH:36]=[CH:37]/[C:38]([OH:40])=O)=[CH:30][C:29]=2[CH2:28][CH2:27]1.O.ON1C2C=CC=CC=2N=N1.Cl.CN(C)CCCN=C=NCC, predict the reaction product. The product is: [Cl:1][C:2]1[C:3]([O:11][CH2:12][CH3:14])=[C:4]([CH:8]=[CH:9][CH:10]=1)[CH2:5][N:18]([CH3:15])[C:38](=[O:40])/[CH:37]=[CH:36]/[C:31]1[CH:32]=[N:33][C:34]2[NH:35][C:26](=[O:25])[CH2:27][CH2:28][C:29]=2[CH:30]=1. (4) Given the reactants [Br:1][CH2:2][CH2:3]Br.[Cl:5][C:6]1[CH:25]=[CH:24][C:9]([NH:10][C:11]2[C:20]3[C:15](=[CH:16][C:17]([OH:23])=[C:18]([O:21][CH3:22])[CH:19]=3)[N:14]=[CH:13][N:12]=2)=[C:8]([F:26])[CH:7]=1.C(=O)([O-])[O-].[K+].[K+].O, predict the reaction product. The product is: [Br:1][CH2:2][CH2:3][O:23][C:17]1[CH:16]=[C:15]2[C:20]([C:11]([NH:10][C:9]3[CH:24]=[CH:25][C:6]([Cl:5])=[CH:7][C:8]=3[F:26])=[N:12][CH:13]=[N:14]2)=[CH:19][C:18]=1[O:21][CH3:22].